Dataset: Full USPTO retrosynthesis dataset with 1.9M reactions from patents (1976-2016). Task: Predict the reactants needed to synthesize the given product. (1) Given the product [Br:50][CH2:2][C:3]1[CH:11]=[C:10]2[C:6]([C:7]([CH2:21][N:22]([CH3:30])[C:23](=[O:29])[O:24][C:25]([CH3:28])([CH3:27])[CH3:26])=[CH:8][N:9]2[S:12]([C:15]2[CH:16]=[N:17][CH:18]=[CH:19][CH:20]=2)(=[O:14])=[O:13])=[CH:5][CH:4]=1, predict the reactants needed to synthesize it. The reactants are: O[CH2:2][C:3]1[CH:11]=[C:10]2[C:6]([C:7]([CH2:21][N:22]([CH3:30])[C:23](=[O:29])[O:24][C:25]([CH3:28])([CH3:27])[CH3:26])=[CH:8][N:9]2[S:12]([C:15]2[CH:16]=[N:17][CH:18]=[CH:19][CH:20]=2)(=[O:14])=[O:13])=[CH:5][CH:4]=1.C1(P(C2C=CC=CC=2)C2C=CC=CC=2)C=CC=CC=1.[Br:50]C(Br)(Br)Br.O. (2) Given the product [CH3:28][O:27][C:22]1[CH:23]=[CH:24][CH:25]=[CH:26][C:21]=1[O:20][CH:13]([C:14]1[CH:15]=[CH:16][CH:17]=[CH:18][CH:19]=1)[CH:10]1[CH2:11][CH2:12][NH:8][CH2:9]1, predict the reactants needed to synthesize it. The reactants are: C(OC([N:8]1[CH2:12][CH2:11][CH:10]([CH:13]([O:20][C:21]2[CH:26]=[CH:25][CH:24]=[CH:23][C:22]=2[O:27][CH3:28])[C:14]2[CH:19]=[CH:18][CH:17]=[CH:16][CH:15]=2)[CH2:9]1)=O)(C)(C)C.C(O)(C(F)(F)F)=O. (3) Given the product [CH3:20][C:10]1[O:9][C:8]([C:5]2[CH:6]=[CH:7][C:2]([C:24]3[CH:25]=[CH:26][N:21]=[CH:22][CH:23]=3)=[CH:3][CH:4]=2)=[N:12][C:11]=1[CH2:13][CH2:14][N:15]1[CH2:19][CH2:18][CH2:17][CH2:16]1, predict the reactants needed to synthesize it. The reactants are: Br[C:2]1[CH:7]=[CH:6][C:5]([C:8]2[O:9][C:10]([CH3:20])=[C:11]([CH2:13][CH2:14][N:15]3[CH2:19][CH2:18][CH2:17][CH2:16]3)[N:12]=2)=[CH:4][CH:3]=1.[N:21]1[CH:26]=[CH:25][C:24](B(O)O)=[CH:23][CH:22]=1.C(Cl)Cl.C(=O)([O-])[O-].[Na+].[Na+]. (4) Given the product [Br-:25].[C:19]1([C:12]2([C:10]([O:9][C@@H:3]3[CH:4]4[CH2:7][CH2:8][N+:1]([CH2:26][C:27](=[O:28])[NH:29][C:30]5[N:31]=[N:32][CH:33]=[CH:34][CH:35]=5)([CH2:6][CH2:5]4)[CH2:2]3)=[O:11])[CH2:18][CH2:17][CH2:16][CH2:15][CH2:14][CH2:13]2)[CH:20]=[CH:21][CH:22]=[CH:23][CH:24]=1, predict the reactants needed to synthesize it. The reactants are: [N:1]12[CH2:8][CH2:7][CH:4]([CH2:5][CH2:6]1)[C@@H:3]([O:9][C:10]([C:12]1([C:19]3[CH:24]=[CH:23][CH:22]=[CH:21][CH:20]=3)[CH2:18][CH2:17][CH2:16][CH2:15][CH2:14][CH2:13]1)=[O:11])[CH2:2]2.[Br:25][CH2:26][C:27]([NH:29][C:30]1[N:31]=[N:32][CH:33]=[CH:34][CH:35]=1)=[O:28].